From a dataset of Reaction yield outcomes from USPTO patents with 853,638 reactions. Predict the reaction yield, written as a fraction of the theoretical maximum amount of product (1.0 means a 100% yield; for example, 0.34 means a 34% yield). (1) No catalyst specified. The yield is 0.630. The reactants are Cl.[N:2]1[CH:7]=[CH:6][CH:5]=[CH:4][C:3]=1[CH2:8]Cl.[Cl:10][C:11]1[CH:12]=[C:13]([NH:18][C:19]2[C:28]3[C:23](=[CH:24][CH:25]=[CH:26][C:27]=3[O:29][CH2:30][C@@H:31]([NH:33][C:34](=[O:36])[CH3:35])[CH3:32])[N:22]=[CH:21][N:20]=2)[CH:14]=[CH:15][C:16]=1[OH:17]. The product is [Cl:10][C:11]1[CH:12]=[C:13]([NH:18][C:19]2[C:28]3[C:23](=[CH:24][CH:25]=[CH:26][C:27]=3[O:29][CH2:30][C@@H:31]([NH:33][C:34](=[O:36])[CH3:35])[CH3:32])[N:22]=[CH:21][N:20]=2)[CH:14]=[CH:15][C:16]=1[O:17][CH2:8][C:3]1[CH:4]=[CH:5][CH:6]=[CH:7][N:2]=1. (2) The reactants are CO[CH:3]=[C:4]1[C:13]2[C:8](=[CH:9][CH:10]=[C:11]([O:14][CH2:15][CH2:16][N:17]3[CH2:22][CH2:21][O:20][CH2:19][CH2:18]3)[CH:12]=2)[C:7](=[O:23])[NH:6][C:5]1=[O:24].[CH3:25][N:26]1[CH2:31][CH2:30][N:29]([C:32]2[CH:37]=[CH:36][C:35]([NH2:38])=[CH:34][CH:33]=2)[CH2:28][CH2:27]1. The catalyst is CN(C)C=O. The product is [CH3:25][N:26]1[CH2:27][CH2:28][N:29]([C:32]2[CH:37]=[CH:36][C:35]([NH:38][CH:3]=[C:4]3[C:13]4[C:8](=[CH:9][CH:10]=[C:11]([O:14][CH2:15][CH2:16][N:17]5[CH2:18][CH2:19][O:20][CH2:21][CH2:22]5)[CH:12]=4)[C:7](=[O:23])[NH:6][C:5]3=[O:24])=[CH:34][CH:33]=2)[CH2:30][CH2:31]1. The yield is 0.420. (3) The reactants are [Cl:1][C:2]1[CH:3]=[C:4]([C:10]2[CH:11]=[C:12]3[C:17](=[CH:18][CH:19]=2)[N:16]=[CH:15][C:14]([C:20](=[O:23])[CH2:21][CH3:22])=[C:13]3[NH:24][C:25]2[CH:26]=[CH:27][C:28]([N:31]3[CH2:36][CH2:35][CH2:34][CH:33]([NH:37]C(=O)OC(C)(C)C)[CH2:32]3)=[N:29][CH:30]=2)[CH:5]=[C:6]([F:9])[C:7]=1[OH:8].Cl. The catalyst is ClCCl.C(OCC)C. The product is [NH2:37][CH:33]1[CH2:34][CH2:35][CH2:36][N:31]([C:28]2[N:29]=[CH:30][C:25]([NH:24][C:13]3[C:12]4[C:17](=[CH:18][CH:19]=[C:10]([C:4]5[CH:5]=[C:6]([F:9])[C:7]([OH:8])=[C:2]([Cl:1])[CH:3]=5)[CH:11]=4)[N:16]=[CH:15][C:14]=3[C:20](=[O:23])[CH2:21][CH3:22])=[CH:26][CH:27]=2)[CH2:32]1. The yield is 0.490. (4) The reactants are C([O-])=O.[NH4+].[CH3:5][C:6]1[N:7]=[CH:8][N:9]([C:11]2[CH:16]=[CH:15][C:14]([N+:17]([O-])=O)=[CH:13][CH:12]=2)[CH:10]=1. The catalyst is C(O)C.[Pd]. The product is [CH3:5][C:6]1[N:7]=[CH:8][N:9]([C:11]2[CH:16]=[CH:15][C:14]([NH2:17])=[CH:13][CH:12]=2)[CH:10]=1. The yield is 0.900. (5) The catalyst is C(OCC)C. The reactants are [Br:1][C:2]1[CH:14]=[CH:13][C:12]2[C:11]3[C:6](=[CH:7][C:8]([Br:15])=[CH:9][CH:10]=3)[C:5](=[O:16])[C:4]=2[CH:3]=1. The yield is 0.900. The product is [C:11]1([C:12]2[CH:4]=[CH:3][CH:2]=[CH:14][CH:13]=2)[CH:6]=[CH:7][CH:8]=[CH:9][C:10]=1[C:5]1([OH:16])[C:4]2[CH:3]=[C:2]([Br:1])[CH:14]=[CH:13][C:12]=2[C:11]2[C:6]1=[CH:7][C:8]([Br:15])=[CH:9][CH:10]=2. (6) The reactants are [CH3:1][O:2][C:3](=[O:11])[CH:4]([CH:8]([CH3:10])[CH3:9])[C:5]([NH2:7])=[CH2:6].N1C=CC=CC=1.C(Cl)(=O)[C:19]1[CH:24]=[CH:23][C:22]([O:25][CH3:26])=[CH:21][CH:20]=1.O.C1C[O:33][CH2:32]C1. No catalyst specified. The product is [CH3:1][O:2][C:3](=[O:11])[CH:4]([CH:8]([CH3:9])[CH3:10])[C:5]([NH:7][C:32](=[O:33])[C:21]1[CH:20]=[CH:19][CH:24]=[CH:23][C:22]=1[O:25][CH3:26])=[CH2:6]. The yield is 0.330. (7) The product is [CH3:19][N:13]1[CH2:14][CH2:15][N:6]2[C:5](=[O:16])[C:4]3[C:8]([CH:7]2[CH2:12]1)=[CH:9][CH:10]=[CH:11][C:3]=3[C:2]([F:17])([F:1])[F:18]. The catalyst is O.C(=O)(O)[O-].[Na+]. The reactants are [F:1][C:2]([F:18])([F:17])[C:3]1[CH:11]=[CH:10][CH:9]=[C:8]2[C:4]=1[C:5](=[O:16])[N:6]1[CH2:15][CH2:14][NH:13][CH2:12][CH:7]12.[CH:19](O)=O.C=O. The yield is 0.520.